This data is from Full USPTO retrosynthesis dataset with 1.9M reactions from patents (1976-2016). The task is: Predict the reactants needed to synthesize the given product. (1) Given the product [CH:1]1([C:7]2[CH:12]=[CH:11][C:10]([C:13]3[O:17][N:16]=[C:15]([C:18]4[CH:26]=[CH:25][CH:24]=[C:23]5[C:19]=4[CH:20]=[CH:21][N:22]5[CH2:27][CH2:28][C:29]([O-:31])=[O:30])[N:14]=3)=[CH:9][C:8]=2[C:34]([F:35])([F:36])[F:37])[CH2:2][CH2:3][CH2:4][CH2:5][CH2:6]1.[Na+:39], predict the reactants needed to synthesize it. The reactants are: [CH:1]1([C:7]2[CH:12]=[CH:11][C:10]([C:13]3[O:17][N:16]=[C:15]([C:18]4[CH:26]=[CH:25][CH:24]=[C:23]5[C:19]=4[CH:20]=[CH:21][N:22]5[CH2:27][CH2:28][C:29]([O:31]CC)=[O:30])[N:14]=3)=[CH:9][C:8]=2[C:34]([F:37])([F:36])[F:35])[CH2:6][CH2:5][CH2:4][CH2:3][CH2:2]1.[OH-].[Na+:39]. (2) Given the product [CH3:24][C:22]1[CH:21]=[CH:20][N:19]2[CH:2]=[C:3]([C:5]3[C:6]([C:11]4[CH:16]=[CH:15][CH:14]=[CH:13][CH:12]=4)=[N:7][O:8][C:9]=3[CH3:10])[N:17]=[C:18]2[CH:23]=1, predict the reactants needed to synthesize it. The reactants are: Br[CH2:2][C:3]([C:5]1[C:6]([C:11]2[CH:16]=[CH:15][CH:14]=[CH:13][CH:12]=2)=[N:7][O:8][C:9]=1[CH3:10])=O.[NH2:17][C:18]1[CH:23]=[C:22]([CH3:24])[CH:21]=[CH:20][N:19]=1. (3) Given the product [CH3:9][O:8][C:6]1[CH:5]=[CH:4][N:3]=[C:2]([C:18](=[O:20])[CH3:19])[N:7]=1, predict the reactants needed to synthesize it. The reactants are: I[C:2]1[N:7]=[C:6]([O:8][CH3:9])[CH:5]=[CH:4][N:3]=1.C([Mg]Cl)(C)C.CON(C)[C:18](=[O:20])[CH3:19].O. (4) Given the product [Cl:1][C:2]1[C:7]([Cl:8])=[CH:6][CH:5]=[CH:4][C:3]=1[S:9]([CH2:12][NH:13][CH2:14][CH2:15][C:16]([OH:18])=[O:17])(=[O:11])=[O:10], predict the reactants needed to synthesize it. The reactants are: [Cl:1][C:2]1[C:7]([Cl:8])=[CH:6][CH:5]=[CH:4][C:3]=1[S:9]([CH2:12][NH:13][CH2:14][CH2:15][C:16]([O:18]C(C)(C)C)=[O:17])(=[O:11])=[O:10].FC(F)(F)C(O)=O. (5) Given the product [ClH:23].[ClH:23].[Cl:23][C:24]1[C:33]([CH2:34][NH:1][CH2:2][CH:3]2[CH2:7][CH2:6][N:5]([CH2:8][CH:9]3[C:19]4=[C:20]5[C:15](=[CH:16][CH:17]=[C:18]4[F:21])[CH:14]=[CH:13][C:12](=[O:22])[N:11]5[CH2:10]3)[CH2:4]2)=[N:32][C:31]2[NH:30][C:29](=[O:36])[CH2:28][O:27][C:26]=2[CH:25]=1, predict the reactants needed to synthesize it. The reactants are: [NH2:1][CH2:2][CH:3]1[CH2:7][CH2:6][N:5]([CH2:8][CH:9]2[C:19]3=[C:20]4[C:15](=[CH:16][CH:17]=[C:18]3[F:21])[CH:14]=[CH:13][C:12](=[O:22])[N:11]4[CH2:10]2)[CH2:4]1.[Cl:23][C:24]1[C:33]([CH:34]=O)=[N:32][C:31]2[NH:30][C:29](=[O:36])[CH2:28][O:27][C:26]=2[CH:25]=1. (6) The reactants are: [CH3:1][CH2:2][CH2:3][C@H:4]([NH:8][C@H:9]([C:11]([N:13]1[C@H:21]([C:22]([O-:24])=[O:23])[CH2:20][C@H:19]2[C@@H:14]1[CH2:15][CH2:16][CH2:17][CH2:18]2)=[O:12])[CH3:10])[C:5]([OH:7])=[O:6].[CH3:25][C:26]([NH3+])(C)C. Given the product [CH3:1][CH2:2][CH2:3][C@H:4]([NH:8][C@H:9]([C:11]([N:13]1[C@H:21]([C:22]([OH:24])=[O:23])[CH2:20][C@H:19]2[C@@H:14]1[CH2:15][CH2:16][CH2:17][CH2:18]2)=[O:12])[CH3:10])[C:5]([O:7][CH2:25][CH3:26])=[O:6], predict the reactants needed to synthesize it. (7) The reactants are: [CH2:1]([O:3][C:4]([C:6]1[O:7][C:8]2[CH:15]=[CH:14][CH:13]=[C:12]([CH2:16][OH:17])[C:9]=2[C:10]=1[CH3:11])=[O:5])[CH3:2].I[CH3:19]. Given the product [CH3:19][O:17][CH2:16][C:12]1[C:9]2[C:10]([CH3:11])=[C:6]([C:4]([O:3][CH2:1][CH3:2])=[O:5])[O:7][C:8]=2[CH:15]=[CH:14][CH:13]=1, predict the reactants needed to synthesize it.